From a dataset of Full USPTO retrosynthesis dataset with 1.9M reactions from patents (1976-2016). Predict the reactants needed to synthesize the given product. (1) Given the product [O:34]1[C:33]2[CH:35]=[CH:36][CH:37]=[CH:38][C:32]=2[CH:31]=[C:30]1[CH:23]([N:10]([S:11]([C:14]1[CH:19]=[C:18]([CH3:20])[C:17]([Cl:21])=[CH:16][C:15]=1[CH3:22])(=[O:12])=[O:13])[C:9]1[CH:8]=[C:7]([C:39]2[CH:40]=[CH:41][CH:42]=[CH:43][CH:44]=2)[S:6][C:5]=1[C:3]([OH:4])=[O:2])[C:24]1[CH:25]=[CH:26][CH:27]=[CH:28][CH:29]=1, predict the reactants needed to synthesize it. The reactants are: C[O:2][C:3]([C:5]1[S:6][C:7]([C:39]2[CH:44]=[CH:43][CH:42]=[CH:41][CH:40]=2)=[CH:8][C:9]=1[N:10]([CH:23]([C:30]1[O:34][C:33]2[CH:35]=[CH:36][CH:37]=[CH:38][C:32]=2[CH:31]=1)[C:24]1[CH:29]=[CH:28][CH:27]=[CH:26][CH:25]=1)[S:11]([C:14]1[CH:19]=[C:18]([CH3:20])[C:17]([Cl:21])=[CH:16][C:15]=1[CH3:22])(=[O:13])=[O:12])=[O:4].O[Li].O. (2) Given the product [C:1]1([CH2:7][CH2:8][CH2:9][CH2:10][CH2:11][CH2:12][C:13]([C:15]2[O:16][C:17]([C:20]3[CH:21]=[C:22]([CH:27]=[CH:28][N:29]=3)[C:23]([OH:25])=[O:24])=[CH:18][N:19]=2)=[O:14])[CH:6]=[CH:5][CH:4]=[CH:3][CH:2]=1, predict the reactants needed to synthesize it. The reactants are: [C:1]1([CH2:7][CH2:8][CH2:9][CH2:10][CH2:11][CH2:12][C:13]([C:15]2[O:16][C:17]([C:20]3[CH:21]=[C:22]([CH:27]=[CH:28][N:29]=3)[C:23]([O:25]C)=[O:24])=[CH:18][N:19]=2)=[O:14])[CH:6]=[CH:5][CH:4]=[CH:3][CH:2]=1. (3) Given the product [OH:17][C:15]([CH3:18])([CH3:16])[CH2:14][NH:13][C:6](=[O:8])[C:5]1[CH:9]=[CH:10][N:11]=[CH:12][C:4]=1[N+:1]([O-:3])=[O:2], predict the reactants needed to synthesize it. The reactants are: [N+:1]([C:4]1[CH:12]=[N:11][CH:10]=[CH:9][C:5]=1[C:6]([OH:8])=O)([O-:3])=[O:2].[NH2:13][CH2:14][C:15]([CH3:18])([OH:17])[CH3:16].F[B-](F)(F)F.N1(OC(N(C)C)=[N+](C)C)C2C=CC=CC=2N=N1.C(N(CC)CC)C.